This data is from Forward reaction prediction with 1.9M reactions from USPTO patents (1976-2016). The task is: Predict the product of the given reaction. Given the reactants [OH:1][CH2:2][C:3]1[N:8]([CH3:9])[C:7]([C:10]2[C:18]3[C:13](=[C:14]([CH2:19][CH:20]=[C:21]([CH3:23])[CH3:22])[CH:15]=[CH:16][CH:17]=3)[NH:12][CH:11]=2)=[C:6]([O:24]CC2C=CC(OC)=CC=2)[C:5](=[O:34])[CH:4]=1.C(C1C(=O)C(Cl)=C(Cl)C(=O)C=1C#N)#N, predict the reaction product. The product is: [OH:24][C:6]1[C:5](=[O:34])[CH:4]=[C:3]([CH2:2][OH:1])[N:8]([CH3:9])[C:7]=1[C:10]1[C:18]2[C:13](=[C:14]([CH2:19][CH:20]=[C:21]([CH3:23])[CH3:22])[CH:15]=[CH:16][CH:17]=2)[NH:12][CH:11]=1.